From a dataset of Catalyst prediction with 721,799 reactions and 888 catalyst types from USPTO. Predict which catalyst facilitates the given reaction. (1) Reactant: [N+:1]([C:4]1[CH:5]=[C:6]([C:11]2[CH:16]=[CH:15][CH:14]=[CH:13][CH:12]=2)[C:7](O)=[N:8][CH:9]=1)([O-:3])=[O:2].P(Br)(Br)([Br:19])=O.P(Br)(Br)Br. Product: [Br:19][C:7]1[C:6]([C:11]2[CH:16]=[CH:15][CH:14]=[CH:13][CH:12]=2)=[CH:5][C:4]([N+:1]([O-:3])=[O:2])=[CH:9][N:8]=1. The catalyst class is: 6. (2) Reactant: [C:1]1([CH:8]=[CH:7][C:5]([OH:6])=[CH:4][CH:3]=1)[OH:2].C(=O)([O-])[O-].[K+].[K+].Br[CH2:16][C:17]#[C:18][CH3:19]. Product: [CH2:16]([O:2][C:1]1[CH:8]=[CH:7][C:5]([OH:6])=[CH:4][CH:3]=1)[C:17]#[C:18][CH3:19]. The catalyst class is: 21. (3) Reactant: Br[CH2:2][C:3]([O:5][CH2:6][CH3:7])=[O:4].[C:8]([O:12][C:13](=[O:19])[NH:14][CH2:15][CH2:16][NH:17][CH3:18])([CH3:11])([CH3:10])[CH3:9].C(N(CC)CC)C. Product: [C:8]([O:12][C:13]([NH:14][CH2:15][CH2:16][N:17]([CH3:18])[CH2:2][C:3]([O:5][CH2:6][CH3:7])=[O:4])=[O:19])([CH3:11])([CH3:10])[CH3:9]. The catalyst class is: 1. (4) Reactant: [Cl:1][C:2]1[C:3]([CH3:14])=[C:4]([C:10]([Cl:13])=[CH:11][CH:12]=1)[C:5]([O:7][CH2:8][CH3:9])=[O:6].[Br:15]N1C(=O)CCC1=O.N(C(C)(C)C#N)=NC(C)(C)C#N. Product: [Br:15][CH2:14][C:3]1[C:2]([Cl:1])=[CH:12][CH:11]=[C:10]([Cl:13])[C:4]=1[C:5]([O:7][CH2:8][CH3:9])=[O:6]. The catalyst class is: 452. (5) Reactant: C1N=CN([C:6](N2C=NC=C2)=[O:7])C=1.C([NH:20][C:21]1[C:26]([NH2:27])=[C:25]([NH:28][CH2:29][C:30]2[CH:35]=[CH:34][CH:33]=[CH:32][CH:31]=2)[CH:24]=[C:23]([C:36]2[N:37]([CH3:41])[CH:38]=[CH:39][N:40]=2)[N:22]=1)C1C=CC=CC=1. Product: [NH2:20][C:21]1[C:26]2[NH:27][C:6](=[O:7])[N:28]([CH2:29][C:30]3[CH:31]=[CH:32][CH:33]=[CH:34][CH:35]=3)[C:25]=2[CH:24]=[C:23]([C:36]2[N:37]([CH3:41])[CH:38]=[CH:39][N:40]=2)[N:22]=1. The catalyst class is: 3. (6) Product: [N+:17]([C:8]1[CH:9]=[C:4]2[CH2:3][C:2]3([CH:14]4[CH2:13][CH2:12][N:11]([CH2:16][CH2:15]4)[CH2:10]3)[O:1][C:5]2=[N:6][CH:7]=1)([O-:19])=[O:18]. The catalyst class is: 65. Reactant: [O:1]1[C:5]2=[N:6][CH:7]=[CH:8][CH:9]=[C:4]2[CH2:3][C:2]21[CH:14]1[CH2:15][CH2:16][N:11]([CH2:12][CH2:13]1)[CH2:10]2.[N+:17]([O-])([OH:19])=[O:18].C(=O)([O-])[O-].[Na+].[Na+]. (7) Reactant: ClC(Cl)(O[C:5](=[O:11])OC(Cl)(Cl)Cl)Cl.[NH2:13][C:14]1[C:15]([CH3:20])=[N:16][CH:17]=[CH:18][CH:19]=1.C(N(CC)CC)C.Cl.Cl.[CH3:30][N:31]1[C:35]2[NH:36][CH2:37][CH2:38][S:39][CH:40]([CH:41]3[CH2:46][CH2:45][NH:44][CH2:43][CH2:42]3)[C:34]=2[C:33]([C:47]2[CH:52]=[CH:51][CH:50]=[CH:49][N:48]=2)=[N:32]1. Product: [CH3:20][C:15]1[C:14]([NH:13][C:5]([N:44]2[CH2:45][CH2:46][CH:41]([CH:40]3[S:39][CH2:38][CH2:37][NH:36][C:35]4[N:31]([CH3:30])[N:32]=[C:33]([C:47]5[CH:52]=[CH:51][CH:50]=[CH:49][N:48]=5)[C:34]3=4)[CH2:42][CH2:43]2)=[O:11])=[CH:19][CH:18]=[CH:17][N:16]=1. The catalyst class is: 56. (8) The catalyst class is: 2. Reactant: [F:1][C:2]1[CH:7]=[C:6]([F:8])[CH:5]=[CH:4][C:3]=1[NH:9][NH:10]C(OC(C)(C)C)=O.[Cl:18][C:19]1[C:24]([C:25]([N:27]=[C:28]=[O:29])=O)=[C:23]([F:30])[C:22]([CH2:31][NH:32][C:33](=[O:38])[C:34]([CH3:37])([CH3:36])[CH3:35])=[CH:21][CH:20]=1.C(O)(C(F)(F)F)=O. Product: [Cl:18][C:19]1[CH:20]=[CH:21][C:22]([CH2:31][NH:32][C:33](=[O:38])[C:34]([CH3:37])([CH3:36])[CH3:35])=[C:23]([F:30])[C:24]=1[C:25]1[NH:27][C:28](=[O:29])[N:9]([C:3]2[CH:4]=[CH:5][C:6]([F:8])=[CH:7][C:2]=2[F:1])[N:10]=1. (9) Reactant: [N:1]1[CH:6]=[CH:5][CH:4]=[CH:3][C:2]=1[C:7]1[CH:12]=[CH:11][CH:10]=[CH:9][N:8]=1.ClC1C=CC=C(C(OO)=[O:21])C=1. Product: [N+:1]1([O-:21])[C:2]([C:7]2[CH:12]=[CH:11][CH:10]=[CH:9][N:8]=2)=[CH:3][CH:4]=[CH:5][CH:6]=1. The catalyst class is: 22.